This data is from Full USPTO retrosynthesis dataset with 1.9M reactions from patents (1976-2016). The task is: Predict the reactants needed to synthesize the given product. (1) The reactants are: [CH3:1][O:2][C:3]1[CH:8]=[CH:7][C:6]([C:9]2[CH:14]=[CH:13][CH:12]=[CH:11][C:10]=2[CH3:15])=[CH:5][C:4]=1[CH:16]=O.O.NN.[OH-].[K+]. Given the product [CH3:15][C:10]1[CH:11]=[CH:12][CH:13]=[CH:14][C:9]=1[C:6]1[CH:7]=[CH:8][C:3]([O:2][CH3:1])=[C:4]([CH3:16])[CH:5]=1, predict the reactants needed to synthesize it. (2) Given the product [Cl:34][C:3]1[N:4]2[CH:9]=[CH:8][CH:7]=[CH:6][C:5]2=[N:1][C:2]=1[CH2:10][N:11]([CH:24]1[C:33]2[N:32]=[CH:31][CH:30]=[CH:29][C:28]=2[CH2:27][CH2:26][CH2:25]1)[CH2:12][CH2:13][CH2:14][CH2:15][NH2:16], predict the reactants needed to synthesize it. The reactants are: [N:1]1[C:2]([CH2:10][N:11]([CH:24]2[C:33]3[N:32]=[CH:31][CH:30]=[CH:29][C:28]=3[CH2:27][CH2:26][CH2:25]2)[CH2:12][CH2:13][CH2:14][CH2:15][NH:16]C(=O)OC(C)(C)C)=[CH:3][N:4]2[CH:9]=[CH:8][CH:7]=[CH:6][C:5]=12.[Cl:34]N1C(=O)CCC1=O.FC(F)(F)C(O)=O. (3) Given the product [Br:19][CH2:1][C:2]1[C:11]2[C:6](=[CH:7][CH:8]=[CH:9][CH:10]=2)[CH:5]=[CH:4][N:3]=1, predict the reactants needed to synthesize it. The reactants are: [CH3:1][C:2]1[C:11]2[C:6](=[CH:7][CH:8]=[CH:9][CH:10]=2)[CH:5]=[CH:4][N:3]=1.C1C(=O)N([Br:19])C(=O)C1. (4) Given the product [O:8]([C:15]1[CH:16]=[C:17]([N:21]([CH2:29][C:30]2[CH:31]=[C:32]([C:71]3[CH:76]=[CH:75][CH:74]=[CH:73][C:72]=3[C:77]([F:80])([F:79])[F:78])[CH:33]=[CH:34][CH:35]=2)[CH2:22][CH:23]([OH:28])[C:24]([F:27])([F:26])[F:25])[CH:18]=[CH:19][CH:20]=1)[C:9]1[CH:14]=[CH:13][CH:12]=[CH:11][CH:10]=1, predict the reactants needed to synthesize it. The reactants are: C1(C)C=CC=CC=1.[O:8]([C:15]1[CH:16]=[C:17]([N:21]([CH2:29][C:30]2[CH:35]=[CH:34][CH:33]=[C:32](Br)[CH:31]=2)[CH2:22][CH:23]([OH:28])[C:24]([F:27])([F:26])[F:25])[CH:18]=[CH:19][CH:20]=1)[C:9]1[CH:14]=[CH:13][CH:12]=[CH:11][CH:10]=1.C([O-])([O-])=O.[K+].[K+].O(C1C=C(CC(NCC2C=C([C:71]3[CH:76]=[CH:75][CH:74]=[CH:73][C:72]=3[C:77]([F:80])([F:79])[F:78])C=CC=2)(O)C(F)(F)F)C=CC=1)C1C=CC=CC=1. (5) Given the product [F:24][C:25]1[CH:30]=[CH:29][CH:28]=[CH:27][C:26]=1[C:7]1[C:8](=[O:15])[N:9]2[C:13](=[C:5]([C:3]([OH:2])=[O:4])[CH:6]=1)[CH2:12][CH2:11][CH:10]2[CH3:14], predict the reactants needed to synthesize it. The reactants are: C[O:2][C:3]([C:5]1[CH:6]=[C:7](OS(C(F)(F)F)(=O)=O)[C:8](=[O:15])[N:9]2[C:13]=1[CH2:12][CH2:11][CH:10]2[CH3:14])=[O:4].[F:24][C:25]1[CH:30]=[CH:29][CH:28]=[CH:27][C:26]=1B(O)O.C(=O)([O-])[O-].[Na+].[Na+].C1(C)C=CC=CC=1. (6) Given the product [OH:31][C:28]1[CH:29]=[CH:30][C:25]([NH:24][C:12](=[O:13])/[C:11](/[C:8]2[CH:7]=[CH:6][C:5]([O:4][CH2:3][O:2][CH3:1])=[CH:10][CH:9]=2)=[C:15](/[C:18]2[CH:23]=[CH:22][CH:21]=[CH:20][CH:19]=2)\[CH2:16][CH3:17])=[CH:26][CH:27]=1, predict the reactants needed to synthesize it. The reactants are: [CH3:1][O:2][CH2:3][O:4][C:5]1[CH:10]=[CH:9][C:8](/[C:11](=[C:15](\[C:18]2[CH:23]=[CH:22][CH:21]=[CH:20][CH:19]=2)/[CH2:16][CH3:17])/[C:12](O)=[O:13])=[CH:7][CH:6]=1.[NH2:24][C:25]1[CH:30]=[CH:29][C:28]([OH:31])=[CH:27][CH:26]=1.C(N(CC)C(C)C)(C)C. (7) Given the product [NH:9]1[C:3]2[C:4](=[CH:5][CH:6]=[CH:7][CH:2]=2)[C:11](=[O:17])[C:10]1=[O:14], predict the reactants needed to synthesize it. The reactants are: C[C:2]1[C:7](C)=[CH:6][CH:5]=[CH:4][C:3]=1[NH:9][C:10](=[O:14])[CH:11]=NO.CS(O)(=O)=[O:17].